This data is from Full USPTO retrosynthesis dataset with 1.9M reactions from patents (1976-2016). The task is: Predict the reactants needed to synthesize the given product. (1) The reactants are: Cl.COC[O:5][C:6]1[CH:7]=[CH:8][C:9]2[C@@H:10]3[C@@H:18]([C@H:19]([CH2:24][CH2:25][CH2:26][CH2:27][O:28][CH2:29][CH2:30][O:31][CH2:32][CH2:33][O:34][CH2:35][CH2:36][O:37][CH2:38][CH2:39][O:40][CH2:41][C:42]4[CH:47]=[CH:46][CH:45]=[CH:44][CH:43]=4)[C:20](=[O:23])[C:21]=2[CH:22]=1)[C@H:17]1[C@@:13]([CH3:52])([C@@H:14]([O:48]COC)[CH2:15][CH2:16]1)[CH2:12][CH2:11]3.O. Given the product [OH:5][C:6]1[CH:7]=[CH:8][C:9]2[C@@H:10]3[C@@H:18]([C@H:19]([CH2:24][CH2:25][CH2:26][CH2:27][O:28][CH2:29][CH2:30][O:31][CH2:32][CH2:33][O:34][CH2:35][CH2:36][O:37][CH2:38][CH2:39][O:40][CH2:41][C:42]4[CH:47]=[CH:46][CH:45]=[CH:44][CH:43]=4)[C:20](=[O:23])[C:21]=2[CH:22]=1)[C@H:17]1[C@@:13]([CH3:52])([C@@H:14]([OH:48])[CH2:15][CH2:16]1)[CH2:12][CH2:11]3, predict the reactants needed to synthesize it. (2) Given the product [CH3:1][O:2][C:3]1[N:4]=[CH:5][C:6]([CH2:7][OH:8])=[CH:9][CH:10]=1, predict the reactants needed to synthesize it. The reactants are: [CH3:1][O:2][C:3]1[CH:10]=[CH:9][C:6]([CH:7]=[O:8])=[CH:5][N:4]=1.[H-].[H-].[H-].[H-].[Li+].[Al+3].CCOC(C)=O. (3) Given the product [Si:1]([O:8][CH2:9][C:10]([N:13]1[C:17]2[N:18]=[CH:19][N:20]=[CH:21][C:16]=2[C:15]([C:42]([C:41]2[CH:40]=[N:39][CH:38]=[C:37]([N:36]=[C:29]([C:30]3[CH:35]=[CH:34][CH:33]=[CH:32][CH:31]=3)[C:23]3[CH:28]=[CH:27][CH:26]=[CH:25][CH:24]=3)[CH:48]=2)=[O:43])=[CH:14]1)([CH3:12])[CH3:11])([C:4]([CH3:7])([CH3:6])[CH3:5])([CH3:3])[CH3:2], predict the reactants needed to synthesize it. The reactants are: [Si:1]([O:8][CH2:9][C:10]([N:13]1[C:17]2[N:18]=[CH:19][N:20]=[CH:21][C:16]=2[C:15](I)=[CH:14]1)([CH3:12])[CH3:11])([C:4]([CH3:7])([CH3:6])[CH3:5])([CH3:3])[CH3:2].[C:23]1([C:29](=[N:36][C:37]2[CH:38]=[N:39][CH:40]=[C:41]([CH:48]=2)[C:42](N(OC)C)=[O:43])[C:30]2[CH:35]=[CH:34][CH:33]=[CH:32][CH:31]=2)[CH:28]=[CH:27][CH:26]=[CH:25][CH:24]=1. (4) Given the product [CH3:2][O:3][C:4]1[CH:5]=[C:6]([C:12]2[C:13]([CH3:25])([CH3:24])[C:14](=[O:23])[N:15]([CH:17]3[CH2:22][CH2:21][N:20]([S:34]([C:31]4[CH:30]=[CH:29][C:28]([O:27][CH3:26])=[CH:33][CH:32]=4)(=[O:36])=[O:35])[CH2:19][CH2:18]3)[N:16]=2)[CH:7]=[CH:8][C:9]=1[O:10][CH3:11], predict the reactants needed to synthesize it. The reactants are: Cl.[CH3:2][O:3][C:4]1[CH:5]=[C:6]([C:12]2[C:13]([CH3:25])([CH3:24])[C:14](=[O:23])[N:15]([CH:17]3[CH2:22][CH2:21][NH:20][CH2:19][CH2:18]3)[N:16]=2)[CH:7]=[CH:8][C:9]=1[O:10][CH3:11].[CH3:26][O:27][C:28]1[CH:33]=[CH:32][C:31]([S:34](Cl)(=[O:36])=[O:35])=[CH:30][CH:29]=1. (5) Given the product [F:30][C:27]1[CH:26]=[CH:25][C:24]([N:21]2[C:16]3[CH:17]=[C:18]4[C@:13]([CH2:31][O:32][CH2:33][CH2:34][O:35][CH3:36])([CH2:14][C:15]=3[CH:23]=[N:22]2)[CH2:12][N:11]([S:8]([C:5]2[CH:6]=[N:7][C:2]([N:40]3[CH2:41][CH2:42][C@@H:38]([F:37])[CH2:39]3)=[CH:3][CH:4]=2)(=[O:9])=[O:10])[CH2:20][CH2:19]4)=[CH:29][CH:28]=1, predict the reactants needed to synthesize it. The reactants are: Cl[C:2]1[N:7]=[CH:6][C:5]([S:8]([N:11]2[CH2:20][CH2:19][C:18]3[C@:13]([CH2:31][O:32][CH2:33][CH2:34][O:35][CH3:36])([CH2:14][C:15]4[CH:23]=[N:22][N:21]([C:24]5[CH:29]=[CH:28][C:27]([F:30])=[CH:26][CH:25]=5)[C:16]=4[CH:17]=3)[CH2:12]2)(=[O:10])=[O:9])=[CH:4][CH:3]=1.[F:37][C@@H:38]1[CH2:42][CH2:41][NH:40][CH2:39]1.